From a dataset of Reaction yield outcomes from USPTO patents with 853,638 reactions. Predict the reaction yield, written as a fraction of the theoretical maximum amount of product (1.0 means a 100% yield; for example, 0.34 means a 34% yield). (1) The reactants are [CH3:1][C:2]1[CH:7]=[CH:6][N:5]=[CH:4][N:3]=1.CO[CH:10](OC)[N:11]([CH3:13])[CH3:12]. The catalyst is CN(C=O)C. The product is [CH3:10][N:11]([CH3:13])/[CH:12]=[CH:1]/[C:2]1[CH:7]=[CH:6][N:5]=[CH:4][N:3]=1. The yield is 0.950. (2) The reactants are COC1C=CC(P2(SP(C3C=CC(OC)=CC=3)(=S)S2)=[S:10])=CC=1.[CH2:23]([O:30][N:31]1[C:37](=[O:38])[N:36]2[CH2:39][C@H:32]1[CH2:33][CH2:34][C@H:35]2[C:40]([NH:42][NH:43][CH:44]=O)=O)[C:24]1[CH:29]=[CH:28][CH:27]=[CH:26][CH:25]=1. The catalyst is C1COCC1. The product is [CH2:23]([O:30][N:31]1[C:37](=[O:38])[N:36]2[CH2:39][C@H:32]1[CH2:33][CH2:34][C@H:35]2[C:40]1[S:10][CH:44]=[N:43][N:42]=1)[C:24]1[CH:29]=[CH:28][CH:27]=[CH:26][CH:25]=1. The yield is 0.300. (3) The reactants are [CH2:1]([OH:3])[CH3:2].C(Cl)CCl.C(N(CC)CC)C.[Cl:15][C:16]1[CH:21]=[C:20]([O:22][CH3:23])[CH:19]=[CH:18][C:17]=1[CH2:24][C:25](O)=[O:26]. The catalyst is CN(C1C=CN=CC=1)C.C(Cl)Cl. The product is [CH2:1]([O:3][C:25](=[O:26])[CH2:24][C:17]1[CH:18]=[CH:19][C:20]([O:22][CH3:23])=[CH:21][C:16]=1[Cl:15])[CH3:2]. The yield is 0.640. (4) The reactants are C(OC(=O)[NH:7][CH2:8][CH2:9][C:10]1[CH:15]=[CH:14][C:13]([O:16][C:17]2[CH:22]=[CH:21][C:20]([F:23])=[CH:19][CH:18]=2)=[CH:12][CH:11]=1)(C)(C)C.C(O)(C(F)(F)F)=O. The catalyst is ClCCl.C([O-])(O)=O.[Na+]. The product is [F:23][C:20]1[CH:21]=[CH:22][C:17]([O:16][C:13]2[CH:14]=[CH:15][C:10]([CH2:9][CH2:8][NH2:7])=[CH:11][CH:12]=2)=[CH:18][CH:19]=1. The yield is 0.940. (5) The reactants are C([N:3]([CH2:15][CH3:16])[C:4](=[O:14])[C:5]1[CH:10]=[CH:9][C:8]([O:11][CH3:12])=[CH:7][C:6]=1[CH3:13])C.C([Li])(C)(C)C.CCCCC.[F:27][C:28]1[CH:29]=C([CH:33]=[CH:34][C:35]=1[O:36][CH3:37])C#N. The catalyst is C1COCC1. The product is [F:27][C:28]1[CH:29]=[C:16]([C:15]2[N:3]=[C:4]([OH:14])[C:5]3[C:6]([CH:13]=2)=[CH:7][C:8]([O:11][CH3:12])=[CH:9][CH:10]=3)[CH:33]=[CH:34][C:35]=1[O:36][CH3:37]. The yield is 0.690.